From a dataset of Reaction yield outcomes from USPTO patents with 853,638 reactions. Predict the reaction yield, written as a fraction of the theoretical maximum amount of product (1.0 means a 100% yield; for example, 0.34 means a 34% yield). (1) The reactants are [Cl:1][C:2]1[C:10]2[N:9]([CH2:11][C:12](OCC)=[O:13])[C:8]3[CH2:17][CH2:18][N:19]([C:22]([O:24][C:25]([CH3:28])([CH3:27])[CH3:26])=[O:23])[CH2:20][CH2:21][C:7]=3[C:6]=2[C:5]([Cl:29])=[CH:4][CH:3]=1.[Li+].[BH4-].[OH-].[Na+].CCOC(C)=O. The catalyst is C1COCC1.O. The product is [Cl:1][C:2]1[C:10]2[N:9]([CH2:11][CH2:12][OH:13])[C:8]3[CH2:17][CH2:18][N:19]([C:22]([O:24][C:25]([CH3:27])([CH3:26])[CH3:28])=[O:23])[CH2:20][CH2:21][C:7]=3[C:6]=2[C:5]([Cl:29])=[CH:4][CH:3]=1. The yield is 0.650. (2) The reactants are C[O:2][C:3](=[O:28])[CH:4]([C:10]1[CH:11]=[C:12]([C:19]2[CH:24]=[CH:23][CH:22]=[C:21]([N+:25]([O-:27])=[O:26])[CH:20]=2)[C:13]([OH:18])=[C:14]([CH:16]=[O:17])[CH:15]=1)[CH2:5][C:6]([O:8]C)=[O:7].Cl. The catalyst is C(#N)C. The product is [CH:16]([C:14]1[CH:15]=[C:10]([CH:4]([CH2:5][C:6]([OH:8])=[O:7])[C:3]([OH:28])=[O:2])[CH:11]=[C:12]([C:19]2[CH:24]=[CH:23][CH:22]=[C:21]([N+:25]([O-:27])=[O:26])[CH:20]=2)[C:13]=1[OH:18])=[O:17]. The yield is 0.980. (3) The reactants are C(O[C:4](=[O:19])[C:5]([NH:7][C:8]1[CH:13]=[CH:12][C:11]([O:14][CH3:15])=[CH:10][C:9]=1[N+:16]([O-:18])=[O:17])=[O:6])C.C1(C)C=CC=CC=1.[CH2:27]([NH2:31])[CH2:28][CH2:29][CH3:30]. No catalyst specified. The product is [CH2:27]([NH:31][C:4](=[O:19])[C:5]([NH:7][C:8]1[CH:13]=[CH:12][C:11]([O:14][CH3:15])=[CH:10][C:9]=1[N+:16]([O-:18])=[O:17])=[O:6])[CH2:28][CH2:29][CH3:30]. The yield is 0.933. (4) The reactants are C[O-].[Na+].[CH:4]([O:7][C:8](=[O:23])[C:9](=[CH:13][C:14]1[CH:19]=[CH:18][CH:17]=[C:16]([N+:20]([O-:22])=[O:21])[CH:15]=1)[C:10]([CH3:12])=O)([CH3:6])[CH3:5].C(O)(=O)C.[CH:28]([N:41]1[CH2:44][CH:43]([O:45][C:46](=[O:51])[CH2:47][C:48](=[NH:50])[NH2:49])[CH2:42]1)([C:35]1[CH:40]=[CH:39][CH:38]=[CH:37][CH:36]=1)[C:29]1[CH:34]=[CH:33][CH:32]=[CH:31][CH:30]=1. The catalyst is C(O)(C)C. The product is [CH:4]([O:7][C:8]([C:9]1[CH:13]([C:14]2[CH:19]=[CH:18][CH:17]=[C:16]([N+:20]([O-:22])=[O:21])[CH:15]=2)[C:47]([C:46]([O:45][CH:43]2[CH2:42][N:41]([CH:28]([C:35]3[CH:40]=[CH:39][CH:38]=[CH:37][CH:36]=3)[C:29]3[CH:30]=[CH:31][CH:32]=[CH:33][CH:34]=3)[CH2:44]2)=[O:51])=[C:48]([NH2:49])[NH:50][C:10]=1[CH3:12])=[O:23])([CH3:6])[CH3:5]. The yield is 0.740. (5) The reactants are [CH:1]([C:4]1[C:9](=[O:10])[N:8]2[N:11]=[CH:12][C:13]([C:14]#[N:15])=[C:7]2[NH:6][C:5]=1[C:16]1[CH:17]=[N:18][NH:19][CH:20]=1)([CH3:3])[CH3:2].[H-].[Na+].F[C:24]1[CH:29]=[CH:28][CH:27]=[CH:26][N:25]=1. The catalyst is CN(C=O)C. The product is [CH:1]([C:4]1[C:9](=[O:10])[N:8]2[N:11]=[CH:12][C:13]([C:14]#[N:15])=[C:7]2[NH:6][C:5]=1[C:16]1[CH:20]=[N:19][N:18]([C:24]2[CH:29]=[CH:28][CH:27]=[CH:26][N:25]=2)[CH:17]=1)([CH3:3])[CH3:2]. The yield is 0.140. (6) The reactants are [OH-].[Na+].[C:3]1(=O)[O:8][C:6](=[O:7])[CH:5]=[CH:4]1. The catalyst is [Ni].[Re](O)(=O)(=O)=O.O1CCCC1. The product is [C:6]1(=[O:7])[O:8][CH2:3][CH2:4][CH2:5]1.[CH2:3]([OH:8])[CH2:4][CH2:5][CH2:6][OH:7]. The yield is 0.716. (7) The reactants are [CH3:1][C:2]1[CH:16]=[CH:15][CH:14]=[CH:13][C:3]=1[C:4]([NH:6][C@@H:7]1[CH2:12][CH2:11][CH2:10][NH:9][CH2:8]1)=[O:5].[C:17]([N:22]1[CH2:27][CH2:26][C:25](=O)[CH2:24][CH2:23]1)([O:19][CH2:20][CH3:21])=[O:18].[N-]=C=O. The catalyst is CN(C)C=O. The product is [CH3:1][C:2]1[CH:16]=[CH:15][CH:14]=[CH:13][C:3]=1[C:4]([NH:6][C@@H:7]1[CH2:12][CH2:11][CH2:10][N:9]([CH:25]2[CH2:26][CH2:27][N:22]([C:17]([O:19][CH2:20][CH3:21])=[O:18])[CH2:23][CH2:24]2)[CH2:8]1)=[O:5]. The yield is 0.270. (8) The yield is 0.0700. The catalyst is CC#N. The reactants are [CH3:1][C:2]1[NH:10][C:5]2=[N:6][CH:7]=[CH:8][CH:9]=[C:4]2[C:3]=1[C:11]([O:13][C:14]([CH3:17])([CH3:16])[CH3:15])=[O:12].Br[CH:19]([C:21](=[O:24])[CH2:22][CH3:23])[CH3:20].C([O-])([O-])=O.[Cs+].[Cs+]. The product is [CH3:1][C:2]1[N:10]([CH:19]([C:21](=[O:24])[CH2:22][CH3:23])[CH3:20])[C:5]2=[N:6][CH:7]=[CH:8][CH:9]=[C:4]2[C:3]=1[C:11]([O:13][C:14]([CH3:17])([CH3:16])[CH3:15])=[O:12]. (9) The reactants are [CH3:1][N:2]([CH3:11])[C:3]1[CH:4]=[C:5]([CH2:9][OH:10])[CH:6]=[CH:7][CH:8]=1.CC(OI1(OC(C)=O)(OC(C)=O)OC(=O)C2C=CC=CC1=2)=O.C([O-])(O)=O.[Na+]. The catalyst is C(Cl)Cl. The product is [CH3:1][N:2]([CH3:11])[C:3]1[CH:4]=[C:5]([CH:6]=[CH:7][CH:8]=1)[CH:9]=[O:10]. The yield is 0.440.